Dataset: Full USPTO retrosynthesis dataset with 1.9M reactions from patents (1976-2016). Task: Predict the reactants needed to synthesize the given product. (1) Given the product [Br:11][C:8]1[N:7]([CH2:23][C:22]2[C:25]([F:29])=[CH:26][CH:27]=[CH:28][C:21]=2[Cl:20])[C:6]2[C:5](=[O:12])[NH:4][C:3](=[O:13])[N:2]([CH3:1])[C:10]=2[N:9]=1, predict the reactants needed to synthesize it. The reactants are: [CH3:1][N:2]1[C:10]2[N:9]=[C:8]([Br:11])[NH:7][C:6]=2[C:5](=[O:12])[NH:4][C:3]1=[O:13].C([O-])([O-])=O.[K+].[K+].[Cl:20][C:21]1[CH:28]=[CH:27][CH:26]=[C:25]([F:29])[C:22]=1[CH2:23]Br. (2) Given the product [F:24][C:2]([F:1])([F:23])[C:3]1[CH:4]=[C:5]([C:13]2[N:17]=[CH:16][N:15](/[CH:18]=[CH:19]\[C:20]([N:34]([C:32](=[O:33])[CH2:31][N:28]3[CH2:29][CH2:30][O:25][CH2:26][CH2:27]3)[NH2:35])=[O:21])[N:14]=2)[CH:6]=[C:7]([C:9]([F:12])([F:10])[F:11])[CH:8]=1, predict the reactants needed to synthesize it. The reactants are: [F:1][C:2]([F:24])([F:23])[C:3]1[CH:4]=[C:5]([C:13]2[N:17]=[CH:16][N:15](/[CH:18]=[CH:19]\[C:20](O)=[O:21])[N:14]=2)[CH:6]=[C:7]([C:9]([F:12])([F:11])[F:10])[CH:8]=1.[O:25]1[CH2:30][CH2:29][N:28]([CH2:31][C:32]([NH:34][NH2:35])=[O:33])[CH2:27][CH2:26]1.C(P1(=O)OP(CCC)(=O)OP(CCC)(=O)O1)CC.CCN(C(C)C)C(C)C.